Dataset: Full USPTO retrosynthesis dataset with 1.9M reactions from patents (1976-2016). Task: Predict the reactants needed to synthesize the given product. (1) Given the product [CH2:15]([N:17]1[C:21]2[CH:3]=[C:4]([C:5]([O:7][CH3:8])=[O:6])[N:9]=[CH:10][C:20]=2[C:19]([CH3:22])=[CH:18]1)[CH3:16], predict the reactants needed to synthesize it. The reactants are: CN(C)[CH:3]=[C:4]([N:9]=[CH:10]N(C)C)[C:5]([O:7][CH3:8])=[O:6].[CH2:15]([N:17]1[CH:21]=[CH:20][C:19]([CH3:22])=[CH:18]1)[CH3:16]. (2) Given the product [Cl:24][C:25]1[CH:35]=[CH:34][C:28]([O:29][CH2:30][C@@H:31]([OH:32])[CH2:33][N:15]2[CH2:16][CH2:17][C:12]3([O:11][C:10]4[C:20]5[C:6]([C:7](=[O:23])[C:8](=[O:22])[C:9]=4[S:19][CH2:18]3)=[CH:5][CH:4]=[C:3]([O:2][CH3:1])[CH:21]=5)[CH2:13][CH2:14]2)=[CH:27][CH:26]=1, predict the reactants needed to synthesize it. The reactants are: [CH3:1][O:2][C:3]1[CH:21]=[C:20]2[C:6]([C:7](=[O:23])[C:8](=[O:22])[C:9]3[S:19][CH2:18][C:12]4([CH2:17][CH2:16][NH:15][CH2:14][CH2:13]4)[O:11][C:10]=32)=[CH:5][CH:4]=1.[Cl:24][C:25]1[CH:35]=[CH:34][C:28]([O:29][CH2:30][C@@H:31]2[CH2:33][O:32]2)=[CH:27][CH:26]=1. (3) The reactants are: [OH:1][C:2]([C:36]1[CH:41]=[CH:40][CH:39]=[CH:38][CH:37]=1)([C:30]1[CH:35]=[CH:34][CH:33]=[CH:32][CH:31]=1)[CH:3]1[CH2:8][CH2:7][N:6]([CH2:9][CH2:10][CH2:11][C:12]([C:17]2[CH:22]=[CH:21][C:20]([C:23]([CH3:29])([CH3:28])[C:24]([O:26][CH3:27])=[O:25])=[CH:19][CH:18]=2)(OC)[O:13]C)[CH2:5][CH2:4]1.CO.S(=O)(=O)(O)O.N. Given the product [OH:1][C:2]([C:36]1[CH:41]=[CH:40][CH:39]=[CH:38][CH:37]=1)([C:30]1[CH:35]=[CH:34][CH:33]=[CH:32][CH:31]=1)[CH:3]1[CH2:8][CH2:7][N:6]([CH2:9][CH2:10][CH2:11][C:12]([C:17]2[CH:22]=[CH:21][C:20]([C:23]([CH3:29])([CH3:28])[C:24]([O:26][CH3:27])=[O:25])=[CH:19][CH:18]=2)=[O:13])[CH2:5][CH2:4]1, predict the reactants needed to synthesize it. (4) Given the product [C:19]12([C:29](=[O:42])[CH2:30][O:31][C:32]3[CH:37]=[CH:36][C:35]([CH2:38][C:39]([NH:50][CH2:43][C:44]4[CH:49]=[CH:48][CH:47]=[CH:46][CH:45]=4)=[O:40])=[CH:34][CH:33]=3)[CH2:20][CH:21]3[CH2:27][CH:25]([CH2:24][CH:23]([CH2:22]3)[CH2:28]1)[CH2:26]2, predict the reactants needed to synthesize it. The reactants are: CCN=C=NCCCN(C)C.CCN(CC)CC.[C:19]12([C:29](=[O:42])[CH2:30][O:31][C:32]3[CH:37]=[CH:36][C:35]([CH2:38][C:39](O)=[O:40])=[CH:34][CH:33]=3)[CH2:28][CH:23]3[CH2:24][CH:25]([CH2:27][CH:21]([CH2:22]3)[CH2:20]1)[CH2:26]2.[CH2:43]([NH2:50])[C:44]1[CH:49]=[CH:48][CH:47]=[CH:46][CH:45]=1. (5) Given the product [CH3:1][O:2][C:3]1[CH:4]=[C:5]([C:9]2[C:10]([C:24]3[CH:25]=[CH:26][N:27]=[CH:28][CH:29]=3)=[N:11][N:12]3[C:17](=[O:18])[C:16]([C:19]([OH:21])=[O:20])=[CH:15][NH:14][C:13]=23)[CH:6]=[CH:7][CH:8]=1, predict the reactants needed to synthesize it. The reactants are: [CH3:1][O:2][C:3]1[CH:4]=[C:5]([C:9]2[C:10]([C:24]3[CH:29]=[CH:28][N:27]=[CH:26][CH:25]=3)=[N:11][N:12]3[C:17](=[O:18])[C:16]([C:19]([O:21]CC)=[O:20])=[CH:15][NH:14][C:13]=23)[CH:6]=[CH:7][CH:8]=1.[OH-].[Na+].Cl. (6) The reactants are: [C:1]([O:5][C:6]([N:8]1[C@H:12]([CH2:13][CH3:14])[CH2:11][C@H:10]([O:15][Si](C(C)(C)C)(C)C)[C@@H:9]1[CH2:23][C:24]1[CH:29]=[CH:28][CH:27]=[CH:26][CH:25]=1)=[O:7])([CH3:4])([CH3:3])[CH3:2].[F-].C([N+](CCCC)(CCCC)CCCC)CCC. Given the product [C:1]([O:5][C:6]([N:8]1[C@H:12]([CH2:13][CH3:14])[CH2:11][C@H:10]([OH:15])[C@@H:9]1[CH2:23][C:24]1[CH:25]=[CH:26][CH:27]=[CH:28][CH:29]=1)=[O:7])([CH3:2])([CH3:3])[CH3:4], predict the reactants needed to synthesize it. (7) Given the product [N:1]1([CH:6]2[CH2:7][CH2:8][N:9]([S:12]([C:15]3[CH:16]=[CH:17][C:18]([CH2:21][NH:22][C:32]([C:24]4[O:23][C:27]5=[CH:28][N:29]=[CH:30][CH:31]=[C:26]5[CH:25]=4)=[O:33])=[N:19][CH:20]=3)(=[O:14])=[O:13])[CH2:10][CH2:11]2)[CH2:2][CH2:3][CH2:4][CH2:5]1, predict the reactants needed to synthesize it. The reactants are: [N:1]1([CH:6]2[CH2:11][CH2:10][N:9]([S:12]([C:15]3[CH:16]=[CH:17][C:18]([CH2:21][NH2:22])=[N:19][CH:20]=3)(=[O:14])=[O:13])[CH2:8][CH2:7]2)[CH2:5][CH2:4][CH2:3][CH2:2]1.[O:23]1[C:27]2=[CH:28][N:29]=[CH:30][CH:31]=[C:26]2[CH:25]=[C:24]1[C:32](O)=[O:33].CCN=C=NCCCN(C)C.C1C=CC2N(O)N=NC=2C=1.C(N(CC)CC)C. (8) The reactants are: Br[C:2]1[CH:20]=[CH:19][C:5]2[N:6]=[C:7]([C@H:9]3[CH2:12][C@H:11]([N:13]4[CH2:17][CH2:16][CH2:15][C@H:14]4[CH3:18])[CH2:10]3)[S:8][C:4]=2[CH:3]=1.[CH3:21][C:22]1[C:23](=[O:28])[NH:24][CH:25]=[CH:26][CH:27]=1.N1NC(=O)C=CC=1. Given the product [CH3:21][C:22]1[C:23](=[O:28])[N:24]([C:2]2[CH:20]=[CH:19][C:5]3[N:6]=[C:7]([C@H:9]4[CH2:10][C@H:11]([N:13]5[CH2:18][CH2:14][CH2:15][CH2:16][CH2:17]5)[CH2:12]4)[S:8][C:4]=3[CH:3]=2)[CH:25]=[CH:26][CH:27]=1, predict the reactants needed to synthesize it. (9) Given the product [F:8][C:9]1[CH:16]=[CH:15][C:14]([C:19]#[C:18][C:20]2[CH:21]=[N:22][CH:23]=[C:24]([CH:27]=2)[C:25]#[N:26])=[CH:13][C:10]=1[CH2:11][OH:12], predict the reactants needed to synthesize it. The reactants are: C(N(CC)CC)C.[F:8][C:9]1[CH:16]=[CH:15][C:14](I)=[CH:13][C:10]=1[CH2:11][OH:12].[C:18]([C:20]1[CH:21]=[N:22][CH:23]=[C:24]([CH:27]=1)[C:25]#[N:26])#[CH:19].